From a dataset of Forward reaction prediction with 1.9M reactions from USPTO patents (1976-2016). Predict the product of the given reaction. (1) Given the reactants Cl[C:2]1[CH:11]=[C:10]2[C:5]([CH:6]=[CH:7][CH:8]=[N:9]2)=[C:4]([NH:12][CH2:13][C@:14]2([F:27])[CH2:19][CH2:18][CH2:17][N:16]([C:20]([O:22][C:23]([CH3:26])([CH3:25])[CH3:24])=[O:21])[CH2:15]2)[N:3]=1.[CH3:28][O:29][CH2:30][N:31]1[CH:35]=[C:34](B2OC(C)(C)C(C)(C)O2)[CH:33]=[N:32]1.[OH-].[K+], predict the reaction product. The product is: [F:27][C@@:14]1([CH2:13][NH:12][C:4]2[N:3]=[C:2]([C:34]3[CH:33]=[N:32][N:31]([CH2:30][O:29][CH3:28])[CH:35]=3)[CH:11]=[C:10]3[C:5]=2[CH:6]=[CH:7][CH:8]=[N:9]3)[CH2:19][CH2:18][CH2:17][N:16]([C:20]([O:22][C:23]([CH3:26])([CH3:25])[CH3:24])=[O:21])[CH2:15]1. (2) Given the reactants [CH3:1][C:2]1([CH3:11])[CH2:7][CH2:6][CH:5]([CH2:8][CH2:9]O)[CH2:4][CH2:3]1.[BrH:12], predict the reaction product. The product is: [Br:12][CH2:9][CH2:8][CH:5]1[CH2:6][CH2:7][C:2]([CH3:11])([CH3:1])[CH2:3][CH2:4]1. (3) Given the reactants [NH2:1][C:2]1[CH:3]=[C:4]([C:8](=[NH:11])[NH:9][OH:10])[CH:5]=[CH:6][CH:7]=1.[H-].[Na+].[C:14](OC)(=O)[CH3:15].O, predict the reaction product. The product is: [CH3:14][C:15]1[O:10][N:9]=[C:8]([C:4]2[CH:3]=[C:2]([CH:7]=[CH:6][CH:5]=2)[NH2:1])[N:11]=1. (4) Given the reactants [CH3:1][O:2][C:3]1[CH:10]=[CH:9][C:6]([CH:7]=O)=[CH:5][C:4]=1[CH3:11].[N+:12]([CH3:15])([O-:14])=[O:13].C(O)(=O)C.C(O)(=O)C.C(N)CN.C(O)C, predict the reaction product. The product is: [CH3:11][C:4]1[CH:5]=[C:6]([CH:7]=[CH:15][N+:12]([O-:14])=[O:13])[CH:9]=[CH:10][C:3]=1[O:2][CH3:1]. (5) Given the reactants Cl[C:2]1[C:7]([CH:8]=[O:9])=[C:6]([N:10]2[CH2:22][CH2:21][N:13]3[C:14]4[CH2:15][CH2:16][CH2:17][CH2:18][C:19]=4[CH:20]=[C:12]3[C:11]2=[O:23])[N:5]=[CH:4][CH:3]=1.[CH3:24][N:25]1[CH:30]=[C:29](B2OC(C)(C)C(C)(C)O2)[CH:28]=[C:27]([NH:40][C:41]2[CH:46]=[CH:45][CH:44]=[C:43]([N:47]3[CH2:52][CH2:51][N:50]([CH3:53])[CH2:49][CH2:48]3)[N:42]=2)[C:26]1=[O:54], predict the reaction product. The product is: [CH3:24][N:25]1[C:26](=[O:54])[C:27]([NH:40][C:41]2[CH:46]=[CH:45][CH:44]=[C:43]([N:47]3[CH2:48][CH2:49][N:50]([CH3:53])[CH2:51][CH2:52]3)[N:42]=2)=[CH:28][C:29]([C:2]2[C:7]([CH:8]=[O:9])=[C:6]([N:10]3[CH2:22][CH2:21][N:13]4[C:14]5[CH2:15][CH2:16][CH2:17][CH2:18][C:19]=5[CH:20]=[C:12]4[C:11]3=[O:23])[N:5]=[CH:4][CH:3]=2)=[CH:30]1. (6) Given the reactants [F:1][C:2]1[CH:14]=[C:13]([N+:15]([O-])=O)[CH:12]=[CH:11][C:3]=1[NH:4][CH2:5][CH2:6][CH2:7][CH2:8][CH2:9][CH3:10], predict the reaction product. The product is: [F:1][C:2]1[CH:14]=[C:13]([NH2:15])[CH:12]=[CH:11][C:3]=1[NH:4][CH2:5][CH2:6][CH2:7][CH2:8][CH2:9][CH3:10]. (7) Given the reactants C(O)(=[S:8])C1C=CC=CC=1.CCC([O-])(C)C.[Na+].Br[CH2:18][C:19]([O:21][CH2:22][CH3:23])=[O:20].[CH2:24]([S:31]([NH:34][C:35]([CH:37]1[CH2:42][CH2:41][N:40]([C:43]2[C:53]([C:54]#[N:55])=[CH:52][C:46]([C:47]([O:49][CH2:50][CH3:51])=[O:48])=[C:45]([CH2:56]Cl)[N:44]=2)[CH2:39][CH2:38]1)=[O:36])(=[O:33])=[O:32])[C:25]1[CH:30]=[CH:29][CH:28]=[CH:27][CH:26]=1.Cl, predict the reaction product. The product is: [CH2:24]([S:31]([NH:34][C:35]([CH:37]1[CH2:42][CH2:41][N:40]([C:43]2[C:53]([C:54]#[N:55])=[CH:52][C:46]([C:47]([O:49][CH2:50][CH3:51])=[O:48])=[C:45]([CH2:56][S:8][CH2:18][C:19]([O:21][CH2:22][CH3:23])=[O:20])[N:44]=2)[CH2:39][CH2:38]1)=[O:36])(=[O:33])=[O:32])[C:25]1[CH:30]=[CH:29][CH:28]=[CH:27][CH:26]=1. (8) Given the reactants [NH2:1][C:2]1[S:6][C:5]([C:7]2[CH:12]=[CH:11][CH:10]=[CH:9][CH:8]=2)=[N:4][C:3]=1[C:13]([NH2:15])=[O:14].[CH3:16][O:17][C:18]1[CH:19]=[C:20]([CH:24]=[CH:25][C:26]=1[O:27][CH3:28])[C:21](Cl)=[O:22].C1CCN2C(=NCCC2)CC1, predict the reaction product. The product is: [CH3:16][O:17][C:18]1[CH:19]=[C:20]([CH:24]=[CH:25][C:26]=1[O:27][CH3:28])[C:21]([NH:1][C:2]1[S:6][C:5]([C:7]2[CH:12]=[CH:11][CH:10]=[CH:9][CH:8]=2)=[N:4][C:3]=1[C:13]([NH2:15])=[O:14])=[O:22]. (9) Given the reactants C[N:2](C)[CH:3]=[CH:4][C:5]([C:7]1[CH:12]=[CH:11][C:10]([F:13])=[CH:9][CH:8]=1)=O.[CH2:15]([NH:17]N)[CH3:16].FC(F)(F)C(O)=O.CCN(CC)CC, predict the reaction product. The product is: [CH2:15]([N:17]1[C:5]([C:7]2[CH:12]=[CH:11][C:10]([F:13])=[CH:9][CH:8]=2)=[CH:4][CH:3]=[N:2]1)[CH3:16].